Dataset: Full USPTO retrosynthesis dataset with 1.9M reactions from patents (1976-2016). Task: Predict the reactants needed to synthesize the given product. (1) The reactants are: C[O-:2].[Na+].CO.[CH2:6]([O:8][C:9](=[O:21])[CH:10]([CH2:19][CH3:20])[C:11]([NH:13][C:14](OCC)=O)=[O:12])C.C1(C)C=CC=CC=1. Given the product [CH3:6][O:8][C:9]([CH:10]1[C:19](=[O:2])[CH2:20][CH2:14][NH:13][C:11]1=[O:12])=[O:21], predict the reactants needed to synthesize it. (2) Given the product [Cl:1][C:2]1[C:3]([NH:10][CH2:11][C:12]2[CH:17]=[CH:16][CH:15]=[C:14]([O:18][C:20]3[CH:21]=[CH:22][C:23]4[N:24]([C:26]([N+:29]([O-:31])=[O:30])=[CH:27][N:28]=4)[N:25]=3)[CH:13]=2)=[N:4][C:5]([CH3:9])=[N:6][C:7]=1[CH3:8], predict the reactants needed to synthesize it. The reactants are: [Cl:1][C:2]1[C:3]([NH:10][CH2:11][C:12]2[CH:13]=[C:14]([OH:18])[CH:15]=[CH:16][CH:17]=2)=[N:4][C:5]([CH3:9])=[N:6][C:7]=1[CH3:8].Cl[C:20]1[CH:21]=[CH:22][C:23]2[N:24]([C:26]([N+:29]([O-:31])=[O:30])=[CH:27][N:28]=2)[N:25]=1.C(=O)([O-])[O-].[K+].[K+].